Dataset: Forward reaction prediction with 1.9M reactions from USPTO patents (1976-2016). Task: Predict the product of the given reaction. (1) Given the reactants [C:1](#[N:4])[CH:2]=[CH2:3].[CH3:5][O:6][CH2:7][C@H:8]([CH3:52])[CH2:9][O:10][CH2:11][C:12]1[CH:17]=[CH:16][C:15]([C@@H:18]2[C@@H:23]([O:24][CH2:25][C:26]3[CH:27]=[CH:28][C:29]4[O:34][CH2:33][CH2:32][N:31]([CH2:35][CH2:36][CH2:37][O:38][CH3:39])[C:30]=4[CH:40]=3)[CH2:22][N:21]([S:41]([C:44]3[CH:49]=[CH:48][C:47]([CH3:50])=[CH:46][CH:45]=3)(=[O:43])=[O:42])[CH2:20][C@H:19]2[OH:51])=[CH:14][CH:13]=1.N1CCCN2CCCCCC=12, predict the reaction product. The product is: [CH3:5][O:6][CH2:7][C@H:8]([CH3:52])[CH2:9][O:10][CH2:11][C:12]1[CH:17]=[CH:16][C:15]([C@@H:18]2[C@@H:23]([O:24][CH2:25][C:26]3[CH:27]=[CH:28][C:29]4[O:34][CH2:33][CH2:32][N:31]([CH2:35][CH2:36][CH2:37][O:38][CH3:39])[C:30]=4[CH:40]=3)[CH2:22][N:21]([S:41]([C:44]3[CH:49]=[CH:48][C:47]([CH3:50])=[CH:46][CH:45]=3)(=[O:42])=[O:43])[CH2:20][C@H:19]2[O:51][CH2:3][CH2:2][C:1]#[N:4])=[CH:14][CH:13]=1. (2) The product is: [O:18]=[C:9]1[C:10]2[C:15](=[CH:14][CH:13]=[CH:12][CH:11]=2)[C:16](=[O:17])[N:8]1[CH2:7][CH2:6][C@@H:5]([C@H:4]([O:3][CH:1]=[O:2])[CH2:21][CH2:22][C:23]1[CH:28]=[CH:27][C:26]([C:29]([F:31])([F:30])[F:32])=[CH:25][CH:24]=1)[C:19]([OH:34])=[O:20]. Given the reactants [CH:1]([O:3][C@H:4]([CH2:21][CH2:22][C:23]1[CH:28]=[CH:27][C:26]([C:29]([F:32])([F:31])[F:30])=[CH:25][CH:24]=1)[C@@H:5]([CH:19]=[O:20])[CH2:6][CH2:7][N:8]1[C:16](=[O:17])[C:15]2[C:10](=[CH:11][CH:12]=[CH:13][CH:14]=2)[C:9]1=[O:18])=[O:2].P([O-])(O)(O)=[O:34].[Na+].Cl([O-])=O.[Na+].OO, predict the reaction product. (3) Given the reactants [C:1]([C:3]1[C:4]([C@@H:21]2[CH2:23][C@H:22]2[C:24](O)=[O:25])=[C:5]2[C:19]([CH3:20])=[N:18][NH:17][C:6]2=[N:7][C:8]=1[C:9]1[CH:14]=[CH:13][C:12]([OH:15])=[CH:11][C:10]=1[F:16])#[N:2].[NH2:27][CH:28]1[CH2:33][CH2:32][N:31]([C:34]([O:36][C:37]([CH3:40])([CH3:39])[CH3:38])=[O:35])[CH2:30][CH2:29]1.Cl.C(N)CCN.N1(O)C2C=CC=CC=2N=N1, predict the reaction product. The product is: [C:1]([C:3]1[C:4]([C@@H:21]2[CH2:23][C@H:22]2[C:24]([NH:27][CH:28]2[CH2:29][CH2:30][N:31]([C:34]([O:36][C:37]([CH3:40])([CH3:39])[CH3:38])=[O:35])[CH2:32][CH2:33]2)=[O:25])=[C:5]2[C:19]([CH3:20])=[N:18][NH:17][C:6]2=[N:7][C:8]=1[C:9]1[CH:14]=[CH:13][C:12]([OH:15])=[CH:11][C:10]=1[F:16])#[N:2]. (4) Given the reactants S(Cl)(Cl)=O.[CH:5]1([CH2:8][C:9]([OH:11])=O)[CH2:7][CH2:6]1.[Cl:12][C:13]1[C:18]([N:19]2[CH2:24][CH2:23][CH:22]([C:25]3[CH:30]=[CH:29][C:28]([O:31][CH3:32])=[CH:27][C:26]=3[O:33][CH3:34])[CH2:21][CH2:20]2)=[CH:17][N:16]=[N:15][C:14]=1[NH:35][NH2:36].C(=O)(O)[O-].[Na+], predict the reaction product. The product is: [Cl:12][C:13]1[C:18]([N:19]2[CH2:24][CH2:23][CH:22]([C:25]3[CH:30]=[CH:29][C:28]([O:31][CH3:32])=[CH:27][C:26]=3[O:33][CH3:34])[CH2:21][CH2:20]2)=[CH:17][N:16]=[N:15][C:14]=1[NH:35][NH:36][C:9](=[O:11])[CH2:8][CH:5]1[CH2:6][CH2:7]1.